Dataset: Full USPTO retrosynthesis dataset with 1.9M reactions from patents (1976-2016). Task: Predict the reactants needed to synthesize the given product. (1) Given the product [CH3:15][N:16]1[CH:20]=[CH:19][C:18]([NH:21][C:22]([C:24]2[CH:29]=[C:28]([C:6]#[N:7])[CH:27]=[C:26]([C:31]([F:34])([F:33])[F:32])[N:25]=2)=[O:23])=[N:17]1, predict the reactants needed to synthesize it. The reactants are: C(OC([C:6]1C=C(C#N)C=C(C)[N:7]=1)=O)C.[CH3:15][N:16]1[CH:20]=[CH:19][C:18]([NH:21][C:22]([C:24]2[CH:29]=[C:28](Br)[CH:27]=[C:26]([C:31]([F:34])([F:33])[F:32])[N:25]=2)=[O:23])=[N:17]1. (2) Given the product [CH2:7]([O:6][P:4]([CH:9]([CH2:24][C:23]1[CH:26]=[CH:27][C:20]([N+:17]([O-:19])=[O:18])=[CH:21][CH:22]=1)[C:10]([O:12][CH2:13][CH3:14])=[O:11])([O:3][CH2:1][CH3:2])=[O:5])[CH3:8], predict the reactants needed to synthesize it. The reactants are: [CH2:1]([O:3][P:4]([CH2:9][C:10]([O:12][CH2:13][CH3:14])=[O:11])([O:6][CH2:7][CH3:8])=[O:5])[CH3:2].[H-].[Na+].[N+:17]([C:20]1[CH:27]=[CH:26][C:23]([CH2:24]Br)=[CH:22][CH:21]=1)([O-:19])=[O:18]. (3) Given the product [CH3:1][O:2][C:3](=[O:18])[C:4]1[CH:9]=[CH:8][CH:7]=[C:6]([C:10]2[S:32][C:29]([CH2:28][CH2:27][CH3:26])=[C:12]([CH2:16][O:17][CH:24]3[CH2:23][CH2:22][CH2:21][CH2:20][O:19]3)[N:11]=2)[CH:5]=1, predict the reactants needed to synthesize it. The reactants are: [CH3:1][O:2][C:3](=[O:18])[C:4]1[CH:9]=[CH:8][CH:7]=[C:6]([C:10]2[N:11]=[C:12]([CH2:16][OH:17])SC=2C)[CH:5]=1.[O:19]1[CH:24]=[CH:23][CH2:22][CH2:21][CH2:20]1.O.[C:26]1(C)C=C[C:29]([S:32](O)(=O)=O)=[CH:28][CH:27]=1. (4) Given the product [CH:18]([CH:8]1[C:7](=[O:21])[N:6]([CH2:5][CH2:4][C:3]([OH:22])=[O:2])[C:11]2[CH:12]=[C:13]([CH3:17])[CH:14]=[C:15]([CH3:16])[C:10]=2[O:9]1)([CH3:20])[CH3:19], predict the reactants needed to synthesize it. The reactants are: C[O:2][C:3](=[O:22])[CH2:4][CH2:5][N:6]1[C:11]2[CH:12]=[C:13]([CH3:17])[CH:14]=[C:15]([CH3:16])[C:10]=2[O:9][CH:8]([CH:18]([CH3:20])[CH3:19])[C:7]1=[O:21].[OH-].[Na+]. (5) The reactants are: [C:1]1(=O)[O:6][C:4](=[O:5])[C:3]2=[CH:7][CH:8]=[CH:9][CH:10]=[C:2]12.[NH2:12]C(N)=O.N#N.C(O)C. Given the product [C:1]1(=[O:6])[NH:12][C:4](=[O:5])[C:3]2=[CH:7][CH:8]=[CH:9][CH:10]=[C:2]12, predict the reactants needed to synthesize it. (6) Given the product [I:17][C:11]1[C:7]([C:2]2[CH:3]=[CH:4][CH:5]=[CH:6][N:1]=2)=[N:8][O:9][C:10]=1[C:12]([O:14][CH2:15][CH3:16])=[O:13], predict the reactants needed to synthesize it. The reactants are: [N:1]1[CH:6]=[CH:5][CH:4]=[CH:3][C:2]=1[C:7]1[CH:11]=[C:10]([C:12]([O:14][CH2:15][CH3:16])=[O:13])[O:9][N:8]=1.[I:17]N1C(=O)CCC1=O. (7) Given the product [CH2:23]([O:30][C:31]1[CH:36]=[CH:35][C:34]([C:37]([C:39]2[N:40]([CH3:44])[N:41]=[N:42][CH:43]=2)=[O:38])=[CH:33][CH:32]=1)[C:24]1[CH:25]=[CH:26][CH:27]=[CH:28][CH:29]=1, predict the reactants needed to synthesize it. The reactants are: CC(OI1(OC(C)=O)(OC(C)=O)OC(=O)C2C=CC=CC1=2)=O.[CH2:23]([O:30][C:31]1[CH:36]=[CH:35][C:34]([CH:37]([C:39]2[N:40]([CH3:44])[N:41]=[N:42][CH:43]=2)[OH:38])=[CH:33][CH:32]=1)[C:24]1[CH:29]=[CH:28][CH:27]=[CH:26][CH:25]=1. (8) Given the product [C:1]([O:5][C:6]([N:8]1[CH2:13][CH2:12][CH:11]([O:14][C:15]2[CH:20]=[CH:19][C:18]([NH2:21])=[C:17]([CH3:24])[CH:16]=2)[CH2:10][CH2:9]1)=[O:7])([CH3:4])([CH3:3])[CH3:2], predict the reactants needed to synthesize it. The reactants are: [C:1]([O:5][C:6]([N:8]1[CH2:13][CH2:12][CH:11]([O:14][C:15]2[CH:20]=[CH:19][C:18]([N+:21]([O-])=O)=[C:17]([CH3:24])[CH:16]=2)[CH2:10][CH2:9]1)=[O:7])([CH3:4])([CH3:3])[CH3:2].